From a dataset of Full USPTO retrosynthesis dataset with 1.9M reactions from patents (1976-2016). Predict the reactants needed to synthesize the given product. (1) The reactants are: [S:1]1[C:5]2[CH:6]=[CH:7][CH:8]=[CH:9][C:4]=2[N:3]=[C:2]1[C:10]1[CH:23]=[C:22]([O:24][CH3:25])[C:13]([O:14][CH2:15][CH2:16][CH2:17][CH2:18][CH2:19][CH2:20][OH:21])=[C:12]([O:26][CH3:27])[CH:11]=1.[C:28](O)(=[O:32])[C:29]([CH3:31])=[CH2:30].C1(C)C=CC(S(O)(=O)=O)=CC=1.C1(C=CC(O)=CC=1)O. Given the product [S:1]1[C:5]2[CH:6]=[CH:7][CH:8]=[CH:9][C:4]=2[N:3]=[C:2]1[C:10]1[CH:11]=[C:12]([O:26][CH3:27])[C:13]([O:14][CH2:15][CH2:16][CH2:17][CH2:18][CH2:19][CH2:20][O:21][C:28](=[O:32])[C:29]([CH3:31])=[CH2:30])=[C:22]([O:24][CH3:25])[CH:23]=1, predict the reactants needed to synthesize it. (2) Given the product [F:15][C:16]1[CH:23]=[C:22]([F:24])[C:21]([F:25])=[CH:20][C:17]=1[CH2:18][N:1]1[CH2:6][CH2:5][CH:4]([CH:7]=[O:8])[CH2:3][CH2:2]1, predict the reactants needed to synthesize it. The reactants are: [NH:1]1[CH2:6][CH2:5][CH:4]([CH2:7][OH:8])[CH2:3][CH2:2]1.C(=O)([O-])[O-].[K+].[K+].[F:15][C:16]1[CH:23]=[C:22]([F:24])[C:21]([F:25])=[CH:20][C:17]=1[CH2:18]Br.O. (3) Given the product [NH2:8][C:9]1[C:14]([C:15](=[O:16])[C:17]2[CH:22]=[CH:21][CH:20]=[CH:19][C:18]=2[O:23][CH3:24])=[CH:13][N:12]=[C:11]([NH:25][CH:26]2[CH2:31][CH2:30][N:29]([C:3](=[O:5])[CH2:2][CH:33]([CH3:34])[CH3:32])[CH2:28][CH2:27]2)[N:10]=1, predict the reactants needed to synthesize it. The reactants are: F[C:2](F)(F)[C:3]([OH:5])=O.[NH2:8][C:9]1[C:14]([C:15]([C:17]2[CH:22]=[CH:21][CH:20]=[CH:19][C:18]=2[O:23][CH3:24])=[O:16])=[CH:13][N:12]=[C:11]([NH:25][CH:26]2[CH2:31][CH2:30][NH:29][CH2:28][CH2:27]2)[N:10]=1.[C:32](O)(=O)[CH:33](C)[CH3:34]. (4) Given the product [Br:1][C:2]1[CH:3]=[CH:4][C:5]([O:9][C:10]2[CH:15]=[CH:14][CH:13]=[CH:12][C:11]=2[C:16]([CH3:19])([CH3:18])[CH3:17])=[C:6]([NH:7][C:21]([NH:20][C:23]2[CH:28]=[CH:27][C:26]([CH3:29])=[CH:25][CH:24]=2)=[O:22])[CH:8]=1, predict the reactants needed to synthesize it. The reactants are: [Br:1][C:2]1[CH:3]=[CH:4][C:5]([O:9][C:10]2[CH:15]=[CH:14][CH:13]=[CH:12][C:11]=2[C:16]([CH3:19])([CH3:18])[CH3:17])=[C:6]([CH:8]=1)[NH2:7].[N:20]([C:23]1[CH:28]=[CH:27][C:26]([CH3:29])=[CH:25][CH:24]=1)=[C:21]=[O:22].CN(C)CCN. (5) Given the product [Cl:1][C:2]1[C:7]([C:8]2[CH:13]=[CH:12][C:11]([F:14])=[CH:10][C:9]=2[F:15])=[CH:6][N:5]2[N:17]=[C:18]([CH3:20])[N:19]=[C:4]2[N:3]=1, predict the reactants needed to synthesize it. The reactants are: [Cl:1][C:2]1[C:7]([C:8]2[CH:13]=[CH:12][C:11]([F:14])=[CH:10][C:9]=2[F:15])=[C:6](Cl)[N:5]2[N:17]=[C:18]([CH3:20])[N:19]=[C:4]2[N:3]=1.O.C1COCC1.[NH4+].[Cl-]. (6) The reactants are: Cl[C:2]1[CH:7]=[C:6]([C:8]([F:11])([F:10])[F:9])[N:5]=[C:4]([C:12]2[CH:13]=[N:14][CH:15]=[CH:16][CH:17]=2)[N:3]=1.[CH3:18][C:19]([C:21]1[C:26]([NH2:27])=[CH:25][C:24]([O:28][CH3:29])=[C:23]([O:30][CH3:31])[CH:22]=1)=[O:20]. Given the product [C:19]([C:21]1[CH:22]=[C:23]([O:30][CH3:31])[C:24]([O:28][CH3:29])=[CH:25][C:26]=1[NH:27][C:2]1[CH:7]=[C:6]([C:8]([F:11])([F:10])[F:9])[N:5]=[C:4]([C:12]2[CH:13]=[N:14][CH:15]=[CH:16][CH:17]=2)[N:3]=1)(=[O:20])[CH3:18], predict the reactants needed to synthesize it.